The task is: Predict the reactants needed to synthesize the given product.. This data is from Full USPTO retrosynthesis dataset with 1.9M reactions from patents (1976-2016). (1) Given the product [CH3:16][O:15][C:8]1[CH:7]=[C:6]([O:5][CH2:4][CH2:3][CH2:2][N:19]2[CH2:20][CH2:21][CH2:22][C@H:18]2[CH3:17])[CH:11]=[CH:10][C:9]=1[C:12](=[O:14])[CH3:13], predict the reactants needed to synthesize it. The reactants are: Cl[CH2:2][CH2:3][CH2:4][O:5][C:6]1[CH:11]=[CH:10][C:9]([C:12](=[O:14])[CH3:13])=[C:8]([O:15][CH3:16])[CH:7]=1.[CH3:17][C@@H:18]1[CH2:22][CH2:21][CH2:20][NH2+:19]1.C1(S([O-])(=O)=O)C=CC=CC=1.C(=O)([O-])[O-].[K+].[K+]. (2) Given the product [C:1]([C:4]1[CH:15]=[CH:14][CH:13]=[CH:12][C:5]=1[N:6]([CH3:11])[C:7](=[O:10])[CH2:8][N:16]=[N+:17]=[N-:18])(=[O:3])[CH3:2], predict the reactants needed to synthesize it. The reactants are: [C:1]([C:4]1[CH:15]=[CH:14][CH:13]=[CH:12][C:5]=1[N:6]([CH3:11])[C:7](=[O:10])[CH2:8]Br)(=[O:3])[CH3:2].[N-:16]=[N+:17]=[N-:18].[Na+]. (3) Given the product [CH2:1]([O:8][C:9]([N:11]1[CH2:12][CH:13]2[CH2:18][S:17](=[NH:19])(=[O:26])[CH2:16][CH:14]2[CH2:15]1)=[O:10])[C:2]1[CH:7]=[CH:6][CH:5]=[CH:4][CH:3]=1, predict the reactants needed to synthesize it. The reactants are: [CH2:1]([O:8][C:9]([N:11]1[CH2:15][CH:14]2[CH2:16][S:17](=[O:26])(=[N:19]C(=O)C(F)(F)F)[CH2:18][CH:13]2[CH2:12]1)=[O:10])[C:2]1[CH:7]=[CH:6][CH:5]=[CH:4][CH:3]=1.C(=O)([O-])[O-].[K+].[K+].